From a dataset of Forward reaction prediction with 1.9M reactions from USPTO patents (1976-2016). Predict the product of the given reaction. (1) Given the reactants Br[CH2:2][C:3]([C:5]1[CH:10]=[CH:9][C:8]([N+:11]([O-:13])=[O:12])=[CH:7][CH:6]=1)=O.[NH2:14][C:15]1[CH:20]=[CH:19][C:18]([I:21])=[CH:17][N:16]=1.C(=O)(O)[O-].[Na+], predict the reaction product. The product is: [I:21][C:18]1[CH:19]=[CH:20][C:15]2[N:16]([CH:2]=[C:3]([C:5]3[CH:10]=[CH:9][C:8]([N+:11]([O-:13])=[O:12])=[CH:7][CH:6]=3)[N:14]=2)[CH:17]=1. (2) The product is: [F:1][C:2]1[CH:7]=[CH:6][C:5]([CH:8]2[NH:9][CH:10]3[C:15]4[C:16](=[N:29][NH:30][C:25](=[O:26])[C:14]=4[CH2:13][CH2:12][CH2:11]3)[CH:17]2[C:18]2[N:22]([CH3:23])[N:21]=[CH:20][N:19]=2)=[CH:4][CH:3]=1. Given the reactants [F:1][C:2]1[CH:7]=[CH:6][C:5]([CH:8]2[CH:17]([C:18]3[N:22]([CH3:23])[N:21]=[CH:20][N:19]=3)[C:16](=O)[C:15]3[CH:10]([CH2:11][CH2:12][CH2:13][C:14]=3[C:25](O)=[O:26])[NH:9]2)=[CH:4][CH:3]=1.O.[NH2:29][NH2:30].O, predict the reaction product.